From a dataset of Catalyst prediction with 721,799 reactions and 888 catalyst types from USPTO. Predict which catalyst facilitates the given reaction. (1) Reactant: [CH3:1][C:2]1[CH:7]=[CH:6][N:5]=[C:4]([C:8]2[O:9][C:10]3[CH2:11][N:12](C(OCC4C=CC=CC=4)=O)[CH2:13][CH2:14][C:15]=3[N:16]=2)[CH:3]=1.[Si](I)(C)(C)C. Product: [CH3:1][C:2]1[CH:7]=[CH:6][N:5]=[C:4]([C:8]2[O:9][C:10]3[CH2:11][NH:12][CH2:13][CH2:14][C:15]=3[N:16]=2)[CH:3]=1. The catalyst class is: 23. (2) Reactant: [NH2:1][CH:2]1[CH2:7][CH2:6][N:5]([C:8]2[CH:9]=[CH:10][CH:11]=[C:12]3[C:17]=2[N:16]=[C:15]([N:18]2[C:22]4[CH:23]=[CH:24][C:25]([OH:27])=[CH:26][C:21]=4[N:20]=[CH:19]2)[CH:14]=[CH:13]3)[CH2:4][CH2:3]1.[C:28]([O:32][C:33](O[C:33]([O:32][C:28]([CH3:31])([CH3:30])[CH3:29])=[O:34])=[O:34])([CH3:31])([CH3:30])[CH3:29]. Product: [C:28]([O:32][C:33](=[O:34])[NH:1][CH:2]1[CH2:7][CH2:6][N:5]([C:8]2[CH:9]=[CH:10][CH:11]=[C:12]3[C:17]=2[N:16]=[C:15]([N:18]2[C:22]4[CH:23]=[CH:24][C:25]([OH:27])=[CH:26][C:21]=4[N:20]=[CH:19]2)[CH:14]=[CH:13]3)[CH2:4][CH2:3]1)([CH3:31])([CH3:30])[CH3:29]. The catalyst class is: 3.